The task is: Regression. Given a peptide amino acid sequence and an MHC pseudo amino acid sequence, predict their binding affinity value. This is MHC class I binding data.. This data is from Peptide-MHC class I binding affinity with 185,985 pairs from IEDB/IMGT. (1) The peptide sequence is AMAETGCDA. The MHC is HLA-A11:01 with pseudo-sequence HLA-A11:01. The binding affinity (normalized) is 0.0847. (2) The MHC is HLA-B45:01 with pseudo-sequence HLA-B45:01. The peptide sequence is WTLVVLLI. The binding affinity (normalized) is 0.235. (3) The peptide sequence is GIYIRRNMI. The MHC is HLA-A02:02 with pseudo-sequence HLA-A02:02. The binding affinity (normalized) is 0.286. (4) The peptide sequence is RRWRRLTVC. The MHC is HLA-B07:02 with pseudo-sequence HLA-B07:02. The binding affinity (normalized) is 0.213. (5) The peptide sequence is LLVQYGAKI. The MHC is HLA-A02:01 with pseudo-sequence HLA-A02:01. The binding affinity (normalized) is 0.309. (6) The peptide sequence is LHTDNGANF. The MHC is Mamu-A07 with pseudo-sequence Mamu-A07. The binding affinity (normalized) is 0. (7) The peptide sequence is SMYSTAATI. The MHC is HLA-A02:01 with pseudo-sequence HLA-A02:01. The binding affinity (normalized) is 0.447.